This data is from Full USPTO retrosynthesis dataset with 1.9M reactions from patents (1976-2016). The task is: Predict the reactants needed to synthesize the given product. (1) Given the product [CH:13]1([C:3]2[CH:8]=[CH:7][C:6]([OH:9])=[CH:5][CH:4]=2)[CH2:10][CH2:11]1, predict the reactants needed to synthesize it. The reactants are: CO[C:3]1[CH:8]=[CH:7][C:6]([OH:9])=[CH:5][CH:4]=1.[C:10](OC(N1CCNC[C@H]1C)=O)([CH3:13])(C)[CH3:11]. (2) Given the product [Br:1][C:2]1[CH:7]=[CH:6][C:5]([S:8]([N:22]2[CH2:21][CH2:20][N:19]([C:17]([O:16][C:12]([CH3:15])([CH3:14])[CH3:13])=[O:18])[CH2:26][C:23]32[CH2:24][CH2:25]3)(=[O:10])=[O:9])=[CH:4][CH:3]=1, predict the reactants needed to synthesize it. The reactants are: [Br:1][C:2]1[CH:7]=[CH:6][C:5]([S:8](Cl)(=[O:10])=[O:9])=[CH:4][CH:3]=1.[C:12]([O:16][C:17]([N:19]1[CH2:26][C:23]2([CH2:25][CH2:24]2)[NH:22][CH2:21][CH2:20]1)=[O:18])([CH3:15])([CH3:14])[CH3:13].CCN(CC)CC. (3) Given the product [C:8]([O:7][C:5]([CH:3]1[CH2:2][N:1]([C:15](=[NH:19])[CH2:16][C:17]#[N:18])[CH2:4]1)=[O:6])([CH3:11])([CH3:10])[CH3:9], predict the reactants needed to synthesize it. The reactants are: [NH:1]1[CH2:4][CH:3]([C:5]([O:7][C:8]([CH3:11])([CH3:10])[CH3:9])=[O:6])[CH2:2]1.C(O[C:15](=[NH:19])[CH2:16][C:17]#[N:18])C. (4) The reactants are: [Cl:1][C:2]1[N:7]=[C:6](Cl)[CH:5]=[C:4]([CH3:9])[N:3]=1.[NH:10]1[CH2:15][CH2:14][S:13](=[O:17])(=[O:16])[CH2:12][CH2:11]1.C(N(CC)CC)C.O. Given the product [Cl:1][C:2]1[N:7]=[C:6]([N:10]2[CH2:15][CH2:14][S:13](=[O:17])(=[O:16])[CH2:12][CH2:11]2)[CH:5]=[C:4]([CH3:9])[N:3]=1, predict the reactants needed to synthesize it. (5) Given the product [C:1]([C:5]1[CH:6]=[CH:7][C:8]([CH:11]2[CH2:13][CH:12]2[C:14]([NH:25][CH2:26][C:27]([C:29]2[C:34]([CH3:35])=[CH:33][CH:32]=[CH:31][N:30]=2)=[O:28])=[O:16])=[CH:9][CH:10]=1)([CH3:2])([CH3:3])[CH3:4], predict the reactants needed to synthesize it. The reactants are: [C:1]([C:5]1[CH:10]=[CH:9][C:8]([CH:11]2[CH2:13][CH:12]2[C:14]([OH:16])=O)=[CH:7][CH:6]=1)([CH3:4])([CH3:3])[CH3:2].C(Cl)(=O)C(Cl)=O.Cl.Cl.[NH2:25][CH2:26][C:27]([C:29]1[C:34]([CH3:35])=[CH:33][CH:32]=[CH:31][N:30]=1)=[O:28].C(N(CC)CC)C. (6) Given the product [C:18]1([C:13]2[CH:14]=[CH:15][CH:16]=[C:17]3[C:12]=2[C:11]([NH:24][CH2:25][C:26]2[CH:31]=[CH:30][CH:29]=[CH:28][N:27]=2)=[N:10][N:9]=[C:8]3[C:4]2[CH:3]=[C:2]([NH:1][C:38](=[O:43])[O:39][CH:40]([CH3:42])[CH3:41])[CH:7]=[N:6][CH:5]=2)[CH:23]=[CH:22][CH:21]=[CH:20][CH:19]=1, predict the reactants needed to synthesize it. The reactants are: [NH2:1][C:2]1[CH:3]=[C:4]([C:8]2[C:17]3[C:12](=[C:13]([C:18]4[CH:23]=[CH:22][CH:21]=[CH:20][CH:19]=4)[CH:14]=[CH:15][CH:16]=3)[C:11]([NH:24][CH2:25][C:26]3[CH:31]=[CH:30][CH:29]=[CH:28][N:27]=3)=[N:10][N:9]=2)[CH:5]=[N:6][CH:7]=1.N1C=CC=CC=1.[C:38](Cl)(=[O:43])[O:39][CH:40]([CH3:42])[CH3:41]. (7) Given the product [ClH:51].[CH2:1]([C@@H:8]1[CH2:9][NH:10][CH2:11][CH2:12][N:13]1[C:14]([C:16]1[N:17]=[CH:18][N:19]([C@@H:27]2[CH2:32][CH2:31][CH2:30][CH2:29][C@:28]2([CH2:34][CH:35]2[CH2:36][CH2:37]2)[OH:33])[C:20]=1[C:21]1[CH:22]=[CH:23][CH:24]=[CH:25][CH:26]=1)=[O:15])[C:2]1[CH:3]=[CH:4][CH:5]=[CH:6][CH:7]=1, predict the reactants needed to synthesize it. The reactants are: [CH2:1]([C@H:8]1[N:13]([C:14]([C:16]2[N:17]=[CH:18][N:19]([C@@H:27]3[CH2:32][CH2:31][CH2:30][CH2:29][C@:28]3([CH2:34][CH:35]3[CH2:37][CH2:36]3)[OH:33])[C:20]=2[C:21]2[CH:26]=[CH:25][CH:24]=[CH:23][CH:22]=2)=[O:15])[CH2:12][CH2:11][N:10](C(OC(C)(C)C)=O)[CH2:9]1)[C:2]1[CH:7]=[CH:6][CH:5]=[CH:4][CH:3]=1.C(OCC)(=O)C.[ClH:51].